From a dataset of Full USPTO retrosynthesis dataset with 1.9M reactions from patents (1976-2016). Predict the reactants needed to synthesize the given product. (1) Given the product [OH:15][CH2:14][CH:11]1[CH2:12][CH2:13][NH:8][CH2:9][CH:10]1[OH:16], predict the reactants needed to synthesize it. The reactants are: C([N:8]1[CH2:13][CH2:12][CH:11]([CH2:14][OH:15])[CH:10]([OH:16])[CH2:9]1)C1C=CC=CC=1.[H][H]. (2) Given the product [CH3:13][C@@H:12]1[NH:8][CH2:9][C@@H:10]([CH2:14][N:15]2[C:23]3[C:18](=[CH:19][C:20]([C:24]4[CH:25]=[N:26][N:27]([CH:29]5[CH2:34][CH2:33][CH2:32][CH2:31][O:30]5)[CH:28]=4)=[CH:21][CH:22]=3)[CH:17]=[CH:16]2)[CH2:11]1, predict the reactants needed to synthesize it. The reactants are: C([N:8]1[C@@H:12]([CH3:13])[CH2:11][C@H:10]([CH2:14][N:15]2[C:23]3[C:18](=[CH:19][C:20]([C:24]4[CH:25]=[N:26][N:27]([CH:29]5[CH2:34][CH2:33][CH2:32][CH2:31][O:30]5)[CH:28]=4)=[CH:21][CH:22]=3)[CH:17]=[CH:16]2)[CH2:9]1)C1C=CC=CC=1.C([O-])=O.[NH4+].C(OCC)(=O)C.